Dataset: Full USPTO retrosynthesis dataset with 1.9M reactions from patents (1976-2016). Task: Predict the reactants needed to synthesize the given product. (1) Given the product [F:19][CH:18]([F:20])[C:4]1[CH:3]=[C:2]([B:21]([OH:25])[OH:22])[CH:7]=[N:6][C:5]=1[N:8]1[CH2:13][CH2:12][CH:11]([C:14]([OH:17])([CH3:16])[CH3:15])[CH2:10][CH2:9]1, predict the reactants needed to synthesize it. The reactants are: Cl[C:2]1[CH:3]=[C:4]([CH:18]([F:20])[F:19])[C:5]([N:8]2[CH2:13][CH2:12][CH:11]([C:14]([OH:17])([CH3:16])[CH3:15])[CH2:10][CH2:9]2)=[N:6][CH:7]=1.[B:21]1(B2OC(C)(C)C(C)(C)O2)[O:25]C(C)(C)C(C)(C)[O:22]1.C([O-])(=O)C.[K+].COC1C=CC=C(OC)C=1C1C=CC=CC=1P(C1CCCCC1)C1CCCCC1. (2) Given the product [CH2:7]([O:14][C:15]1[C:16]([Cl:23])=[CH:17][C:18]([NH:19][C:71]2[CH:80]=[CH:79][CH:78]=[CH:77][C:72]=2[C:73]([O:75][CH3:76])=[O:74])=[CH:20][C:21]=1[Cl:22])[C:8]1[CH:9]=[CH:10][CH:11]=[CH:12][CH:13]=1, predict the reactants needed to synthesize it. The reactants are: C(=O)([O-])[O-].[Cs+].[Cs+].[CH2:7]([O:14][C:15]1[C:21]([Cl:22])=[CH:20][C:18]([NH2:19])=[CH:17][C:16]=1[Cl:23])[C:8]1[CH:13]=[CH:12][CH:11]=[CH:10][CH:9]=1.C1C=CC(P(C2C=CC3C(=CC=CC=3)C=2C2C3C(=CC=CC=3)C=CC=2P(C2C=CC=CC=2)C2C=CC=CC=2)C2C=CC=CC=2)=CC=1.Br[C:71]1[CH:80]=[CH:79][CH:78]=[CH:77][C:72]=1[C:73]([O:75][CH3:76])=[O:74]. (3) Given the product [N:1]1([C:13]2[CH:14]=[CH:15][C:16]([N:19]3[C:20]4=[N:21][CH:22]=[CH:23][CH:24]=[C:25]4[NH:26][C:27]3=[O:28])=[CH:17][CH:18]=2)[C:5]2=[N:6][C:7]3[CH:12]=[CH:11][CH:10]=[CH:9][C:8]=3[N:4]2[CH2:3][CH2:2]1, predict the reactants needed to synthesize it. The reactants are: [N:1]1([C:13]2[CH:18]=[CH:17][C:16]([NH:19][C:20]3[C:25]([NH2:26])=[CH:24][CH:23]=[CH:22][N:21]=3)=[CH:15][CH:14]=2)[C:5]2=[N:6][C:7]3[CH:12]=[CH:11][CH:10]=[CH:9][C:8]=3[N:4]2[CH2:3][CH2:2]1.[C:27](N1C=CN=C1)(N1C=CN=C1)=[O:28]. (4) Given the product [CH2:7]([O:14][C:15](=[O:21])[NH:16][CH2:17][CH2:18][CH:19]=[N:6][NH:5][CH:2]([CH3:4])[CH3:3])[C:8]1[CH:13]=[CH:12][CH:11]=[CH:10][CH:9]=1, predict the reactants needed to synthesize it. The reactants are: Cl.[CH:2]([NH:5][NH2:6])([CH3:4])[CH3:3].[CH2:7]([O:14][C:15](=[O:21])[NH:16][CH2:17][CH2:18][CH:19]=O)[C:8]1[CH:13]=[CH:12][CH:11]=[CH:10][CH:9]=1.CCN(CC)CC. (5) The reactants are: [CH2:1]([O:3][C:4]1[CH:5]=[C:6]([CH:29]=[C:30]([O:33][CH2:34][CH3:35])[C:31]=1F)[CH2:7][N:8]1[CH2:13][CH2:12][CH:11]([NH:14][C:15]2[O:16][C:17]3[CH:23]=[CH:22][C:21]([O:24][CH2:25][CH2:26][CH2:27][OH:28])=[CH:20][C:18]=3[N:19]=2)[CH2:10][CH2:9]1)[CH3:2].C(OC1C=C(C=O)C=C(OCC)C=1[C:50]1[CH:55]=[CH:54][C:53]([F:56])=[CH:52][CH:51]=1)C.C([BH3-])#N.[Na+].C(N(C(C)C)C(C)C)C. Given the product [CH2:34]([O:33][C:30]1[CH:29]=[C:6]([CH2:7][N:8]2[CH2:9][CH2:10][CH:11]([NH:14][C:15]3[O:16][C:17]4[CH:23]=[CH:22][C:21]([O:24][CH2:25][CH2:26][CH2:27][OH:28])=[CH:20][C:18]=4[N:19]=3)[CH2:12][CH2:13]2)[CH:5]=[C:4]([O:3][CH2:1][CH3:2])[C:31]=1[C:50]1[CH:55]=[CH:54][C:53]([F:56])=[CH:52][CH:51]=1)[CH3:35], predict the reactants needed to synthesize it. (6) Given the product [CH2:16]([O:18][C:19](=[O:31])[CH2:20][C@H:21]1[C:29]2[C:24](=[CH:25][C:26]([O:14][CH:11]3[CH2:10][CH2:9][N:8]([C:6]4[C:5]([CH3:15])=[CH:4][N:3]=[C:2]([Cl:1])[N:7]=4)[CH2:13][CH2:12]3)=[CH:27][CH:28]=2)[CH2:23][CH2:22]1)[CH3:17], predict the reactants needed to synthesize it. The reactants are: [Cl:1][C:2]1[N:7]=[C:6]([N:8]2[CH2:13][CH2:12][CH:11]([OH:14])[CH2:10][CH2:9]2)[C:5]([CH3:15])=[CH:4][N:3]=1.[CH2:16]([O:18][C:19](=[O:31])[CH2:20][C@H:21]1[C:29]2[C:24](=[CH:25][C:26](O)=[CH:27][CH:28]=2)[CH2:23][CH2:22]1)[CH3:17].C1C=CC(P(C2C=CC=CC=2)C2C=CC=CC=2)=CC=1.C1CCN(C(N=NC(N2CCCCC2)=O)=O)CC1.